Dataset: TCR-epitope binding with 47,182 pairs between 192 epitopes and 23,139 TCRs. Task: Binary Classification. Given a T-cell receptor sequence (or CDR3 region) and an epitope sequence, predict whether binding occurs between them. The epitope is WICLLQFAY. The TCR CDR3 sequence is CASRASATQYF. Result: 0 (the TCR does not bind to the epitope).